Dataset: Reaction yield outcomes from USPTO patents with 853,638 reactions. Task: Predict the reaction yield, written as a fraction of the theoretical maximum amount of product (1.0 means a 100% yield; for example, 0.34 means a 34% yield). The reactants are [F:1][C:2]([F:14])([F:13])[O:3][C:4]1[CH:9]=[CH:8][C:7]([C:10](=O)[CH3:11])=[CH:6][CH:5]=1.[H-].[Na+].[C:17]([O:24][CH2:25][CH3:26])(=[O:23])[C:18](OCC)=O.[CH2:27]([NH:29][NH2:30])[CH3:28]. No catalyst specified. The product is [CH2:27]([N:29]1[C:18]([C:17]([O:24][CH2:25][CH3:26])=[O:23])=[CH:11][C:10]([C:7]2[CH:8]=[CH:9][C:4]([O:3][C:2]([F:14])([F:13])[F:1])=[CH:5][CH:6]=2)=[N:30]1)[CH3:28]. The yield is 0.920.